From a dataset of Reaction yield outcomes from USPTO patents with 853,638 reactions. Predict the reaction yield, written as a fraction of the theoretical maximum amount of product (1.0 means a 100% yield; for example, 0.34 means a 34% yield). (1) The catalyst is CO.O. The product is [Cl:1][C:2]1[CH:9]=[CH:8][CH:7]=[CH:6][C:3]=1[NH:14][CH2:15][C:10]([OH:11])=[O:13]. The reactants are [Cl:1][C:2]1[CH:9]=[CH:8][CH:7]=[CH:6][C:3]=1C=O.[C:10](=[O:13])([O-])[OH:11].[NH4+:14].[C-:15]#N.[Na+]. The yield is 0.580. (2) The reactants are I[C:2]1[CH:3]=[C:4]([N:8]2[C:16]3[C:11](=[CH:12][CH:13]=[CH:14][CH:15]=3)[C:10]([C:17]([NH2:19])=[O:18])=[N:9]2)[CH:5]=[CH:6][CH:7]=1.[N:20]1[CH:25]=[CH:24][CH:23]=[CH:22][C:21]=1[C@:26]([OH:30])([C:28]#[CH:29])[CH3:27]. No catalyst specified. The product is [OH:30][C@:26]([C:21]1[CH:22]=[CH:23][CH:24]=[CH:25][N:20]=1)([CH3:27])[C:28]#[C:29][C:2]1[CH:3]=[C:4]([N:8]2[C:16]3[C:11](=[CH:12][CH:13]=[CH:14][CH:15]=3)[C:10]([C:17]([NH2:19])=[O:18])=[N:9]2)[CH:5]=[CH:6][CH:7]=1. The yield is 0.100. (3) The reactants are [NH2:1][C:2]1[S:3][C:4]([CH3:9])=[CH:5][C:6]=1[C:7]#[N:8].[OH-:10].[Na+]. The catalyst is S(=O)(=O)(O)O. The product is [NH2:1][C:2]1[S:3][C:4]([CH3:9])=[CH:5][C:6]=1[C:7]([NH2:8])=[O:10]. The yield is 0.690. (4) The reactants are [F:1][C:2]1[CH:7]=[CH:6][CH:5]=[C:4]([F:8])[C:3]=1[N:9]1[C:14]2[N:15]=[C:16](S(C)(=O)=O)[N:17]=[C:18]([C:19]3[CH:24]=[CH:23][C:22]([F:25])=[CH:21][C:20]=3[CH3:26])[C:13]=2[CH:12]=[CH:11][C:10]1=[O:31].[NH2:32][CH2:33][CH2:34][C:35]#[N:36]. No catalyst specified. The product is [F:1][C:2]1[CH:7]=[CH:6][CH:5]=[C:4]([F:8])[C:3]=1[N:9]1[C:14]2[N:15]=[C:16]([NH:36][CH2:35][CH2:34][C:33]#[N:32])[N:17]=[C:18]([C:19]3[CH:24]=[CH:23][C:22]([F:25])=[CH:21][C:20]=3[CH3:26])[C:13]=2[CH:12]=[CH:11][C:10]1=[O:31]. The yield is 0.550. (5) The reactants are [Br:1][C:2]1[CH:3]=[N:4][CH:5]=[C:6]([CH:10]=1)[C:7]([OH:9])=O.C(Cl)(=O)C(Cl)=O.CCN(CC)CC.Cl.Cl.[CH:26]1([N:30]2[CH2:36][CH2:35][CH2:34][NH:33][CH2:32][CH2:31]2)[CH2:29][CH2:28][CH2:27]1. The catalyst is C(Cl)Cl.CN(C=O)C. The product is [Br:1][C:2]1[CH:10]=[C:6]([C:7]([N:33]2[CH2:34][CH2:35][CH2:36][N:30]([CH:26]3[CH2:27][CH2:28][CH2:29]3)[CH2:31][CH2:32]2)=[O:9])[CH:5]=[N:4][CH:3]=1. The yield is 0.940. (6) The reactants are [C:1]([C:4]1[C:5]([Cl:17])=[C:6]2[C:11](=[C:12]([CH3:14])[CH:13]=1)S[CH2:9][CH2:8][C:7]2([CH3:16])[CH3:15])(=[O:3])[CH3:2].OO.[S:20]([O-:23])(O)=[O:21].[Na+]. The catalyst is C(O)(=O)C. The product is [C:1]([C:4]1[C:5]([Cl:17])=[C:6]2[C:11](=[C:12]([CH3:14])[CH:13]=1)[S:20](=[O:23])(=[O:21])[CH2:9][CH2:8][C:7]2([CH3:16])[CH3:15])(=[O:3])[CH3:2]. The yield is 0.850.